The task is: Predict the reactants needed to synthesize the given product.. This data is from Full USPTO retrosynthesis dataset with 1.9M reactions from patents (1976-2016). (1) Given the product [C:16]([C:18]1[C:19](=[C:26]([C:27]#[N:28])[C:29]#[N:30])[O:20][C:21]([CH3:24])([CH3:25])[C:22]=1[CH:23]=[CH:11][C:8]1[CH:9]=[C:10]2[C:5]3=[C:6]([CH2:13][CH2:14][CH2:15][N:4]3[CH2:3][CH2:2][CH2:1]2)[CH:7]=1)#[N:17], predict the reactants needed to synthesize it. The reactants are: [CH2:1]1[C:10]2[C:5]3=[C:6]([CH2:13][CH2:14][CH2:15][N:4]3[CH2:3][CH2:2]1)[CH:7]=[C:8]([CH:11]=O)[CH:9]=2.[C:16]([C:18]1[C:19](=[C:26]([C:29]#[N:30])[C:27]#[N:28])[O:20][C:21]([CH3:25])([CH3:24])[C:22]=1[CH3:23])#[N:17].C(O)(=O)C. (2) Given the product [Cl:1][C:2]1[CH:10]=[C:9]([F:11])[C:8]([F:12])=[CH:7][C:3]=1[C:4]([N:6]=[C:14]=[O:15])=[O:5], predict the reactants needed to synthesize it. The reactants are: [Cl:1][C:2]1[CH:10]=[C:9]([F:11])[C:8]([F:12])=[CH:7][C:3]=1[C:4]([NH2:6])=[O:5].C(Cl)(=O)[C:14](Cl)=[O:15].